Dataset: Full USPTO retrosynthesis dataset with 1.9M reactions from patents (1976-2016). Task: Predict the reactants needed to synthesize the given product. (1) Given the product [CH3:18][O:17][C:15]1[CH:16]=[C:11]([C:8]2[N:6]3[CH:7]=[C:2]([N:23]4[CH2:24][CH2:25][O:21][C:22]4=[O:26])[CH:3]=[CH:4][C:5]3=[N:10][CH:9]=2)[CH:12]=[N:13][C:14]=1[O:19][CH3:20], predict the reactants needed to synthesize it. The reactants are: Br[C:2]1[CH:3]=[CH:4][C:5]2[N:6]([C:8]([C:11]3[CH:12]=[N:13][C:14]([O:19][CH3:20])=[C:15]([O:17][CH3:18])[CH:16]=3)=[CH:9][N:10]=2)[CH:7]=1.[O:21]1[CH2:25][CH2:24][NH:23][C:22]1=[O:26].CN[C@@H]1CCCC[C@H]1NC.C(=O)([O-])[O-].[K+].[K+]. (2) Given the product [OH:44][CH2:43][CH2:45][NH:46][C:28](=[O:29])[CH2:27][CH2:26][CH2:25][N:2]([CH3:1])[C:3]([C:5]1[CH:6]=[C:7]2[C:15](=[CH:16][CH:17]=1)[N:14]([CH3:18])[C:13]1[CH2:12][CH2:11][C@@H:10]([CH:19]3[CH2:20][CH2:21][O:22][CH2:23][CH2:24]3)[CH2:9][C:8]2=1)=[O:4], predict the reactants needed to synthesize it. The reactants are: [CH3:1][N:2]([CH2:25][CH2:26][CH2:27][C:28](OC)=[O:29])[C:3]([C:5]1[CH:6]=[C:7]2[C:15](=[CH:16][CH:17]=1)[N:14]([CH3:18])[C:13]1[CH2:12][CH2:11][C@@H:10]([CH:19]3[CH2:24][CH2:23][O:22][CH2:21][CH2:20]3)[CH2:9][C:8]2=1)=[O:4].[OH-].[Li+].C(N(CC)C(C)C)(C)C.[CH2:43]([CH2:45][NH2:46])[OH:44].F[P-](F)(F)(F)(F)F.N1(OC(N(C)C)=[N+](C)C)C2N=CC=CC=2N=N1.